Task: Predict which catalyst facilitates the given reaction.. Dataset: Catalyst prediction with 721,799 reactions and 888 catalyst types from USPTO Reactant: [C:1]([C:5]1[CH:6]=[C:7]([NH:18][C:19]([NH:21][C@@H:22]2[C:31]3[C:26](=[CH:27][CH:28]=[CH:29][CH:30]=3)[C@H:25]([O:32][C:33]3[CH:34]=[CH:35][C:36]4[N:37]([C:39]([N:42]5[CH2:47][CH2:46][CH2:45][CH2:44][C@@H:43]5[CH3:48])=[N:40][N:41]=4)[CH:38]=3)[CH2:24][CH2:23]2)=[O:20])[N:8]([C:10]2[CH:15]=[CH:14][CH:13]=[C:12](CO)[CH:11]=2)[N:9]=1)([CH3:4])([CH3:3])[CH3:2].[CH3:49][CH2:50][N:51]([CH:55]([CH3:57])C)[CH:52](C)C.S(Cl)(C)(=O)=[O:59].[OH2:63]. Product: [CH:33]([OH:32])=[O:59].[C:1]([C:5]1[CH:6]=[C:7]([NH:18][C:19]([NH:21][C@@H:22]2[C:31]3[C:26](=[CH:27][CH:28]=[CH:29][CH:30]=3)[C@H:25]([O:32][C:33]3[CH:34]=[CH:35][C:36]4[N:37]([C:39]([N:42]5[CH2:47][CH2:46][CH2:45][CH2:44][C@@H:43]5[CH3:48])=[N:40][N:41]=4)[CH:38]=3)[CH2:24][CH2:23]2)=[O:20])[N:8]([C:10]2[CH:15]=[CH:14][CH:13]=[C:12]([CH2:52][N:51]3[CH2:55][CH2:57][O:63][CH2:49][CH2:50]3)[CH:11]=2)[N:9]=1)([CH3:4])([CH3:3])[CH3:2]. The catalyst class is: 2.